From a dataset of Full USPTO retrosynthesis dataset with 1.9M reactions from patents (1976-2016). Predict the reactants needed to synthesize the given product. (1) Given the product [Br:22][CH2:23][C:24]([N:11]([CH:2]1[CH:3]2[CH2:9][CH:7]3[CH2:6][CH:5]([CH2:10][CH:1]1[CH2:8]3)[CH2:4]2)[NH:12][C:13]1[CH:18]=[CH:17][CH:16]=[CH:15][C:14]=1[N+:19]([O-:21])=[O:20])=[O:25], predict the reactants needed to synthesize it. The reactants are: [CH:1]12[CH2:10][CH:5]3[CH2:6][CH:7]([CH2:9][CH:3]([CH2:4]3)[CH:2]1[NH:11][NH:12][C:13]1[CH:18]=[CH:17][CH:16]=[CH:15][C:14]=1[N+:19]([O-:21])=[O:20])[CH2:8]2.[Br:22][CH2:23][C:24](Br)=[O:25]. (2) Given the product [Br:1][C:2]1[CH:3]=[N:4][N:5]([CH:10]([CH3:16])[C:11]([O:13][CH2:14][CH3:15])=[O:12])[CH:6]=1, predict the reactants needed to synthesize it. The reactants are: [Br:1][C:2]1[CH:3]=[N:4][NH:5][CH:6]=1.[H-].[Na+].Br[CH:10]([CH3:16])[C:11]([O:13][CH2:14][CH3:15])=[O:12]. (3) Given the product [CH2:23]([O:22][C:19](=[O:21])[CH:20]=[CH:11][C:1]1[C:10]2[C:5](=[CH:6][CH:7]=[CH:8][CH:9]=2)[CH:4]=[CH:3][CH:2]=1)[CH3:24], predict the reactants needed to synthesize it. The reactants are: [C:1]1([CH:11]=O)[C:10]2[C:5](=[CH:6][CH:7]=[CH:8][CH:9]=2)[CH:4]=[CH:3][CH:2]=1.CCCCCC.[C:19]([O:22][CH2:23][CH3:24])(=[O:21])[CH3:20]. (4) Given the product [CH2:1]([N:8]1[C@@H:13]2[C@H:14]([C:16]3[N:20]=[N:19][N:18]([CH3:45])[N:17]=3)[CH2:15][C@@:9]1([C:37]1[CH:42]=[CH:41][CH:40]=[CH:39][CH:38]=1)[C@H:10]([O:21][CH2:22][C:23]1[CH:24]=[C:25]([C:33]([F:36])([F:35])[F:34])[CH:26]=[C:27]([C:29]([F:30])([F:31])[F:32])[CH:28]=1)[CH2:11][CH2:12]2)[C:2]1[CH:7]=[CH:6][CH:5]=[CH:4][CH:3]=1, predict the reactants needed to synthesize it. The reactants are: [CH2:1]([N:8]1[C@@H:13]2[C@H:14]([C:16]3[NH:20][N:19]=[N:18][N:17]=3)[CH2:15][C@@:9]1([C:37]1[CH:42]=[CH:41][CH:40]=[CH:39][CH:38]=1)[C@H:10]([O:21][CH2:22][C:23]1[CH:28]=[C:27]([C:29]([F:32])([F:31])[F:30])[CH:26]=[C:25]([C:33]([F:36])([F:35])[F:34])[CH:24]=1)[CH2:11][CH2:12]2)[C:2]1[CH:7]=[CH:6][CH:5]=[CH:4][CH:3]=1.CI.[C:45](=O)([O-])[O-].[K+].[K+]. (5) Given the product [Cl:1][C:2]1[CH:3]=[C:4]2[C:9](=[CH:10][CH:11]=1)[NH:8][CH:7]([C:12]1[CH:13]=[C:14]([NH:18][S:28]([C:25]3[CH:26]=[CH:27][C:22]([CH3:21])=[CH:23][CH:24]=3)(=[O:30])=[O:29])[CH:15]=[CH:16][CH:17]=1)[CH2:6][C:5]2([CH3:20])[CH3:19], predict the reactants needed to synthesize it. The reactants are: [Cl:1][C:2]1[CH:3]=[C:4]2[C:9](=[CH:10][CH:11]=1)[NH:8][CH:7]([C:12]1[CH:13]=[C:14]([NH2:18])[CH:15]=[CH:16][CH:17]=1)[CH2:6][C:5]2([CH3:20])[CH3:19].[CH3:21][C:22]1[CH:27]=[CH:26][C:25]([S:28](Cl)(=[O:30])=[O:29])=[CH:24][CH:23]=1. (6) Given the product [CH3:26][S:27]([O:18][CH2:17][C:4]1[CH:3]=[C:2]([Br:1])[CH:7]=[CH:6][C:5]=1[CH2:8][CH2:9][NH:10][C:11](=[O:16])[C:12]([CH3:13])([CH3:14])[CH3:15])(=[O:29])=[O:28], predict the reactants needed to synthesize it. The reactants are: [Br:1][C:2]1[CH:7]=[CH:6][C:5]([CH2:8][CH2:9][NH:10][C:11](=[O:16])[C:12]([CH3:15])([CH3:14])[CH3:13])=[C:4]([CH2:17][OH:18])[CH:3]=1.C(N(CC)CC)C.[CH3:26][S:27](Cl)(=[O:29])=[O:28].Cl.